From a dataset of Catalyst prediction with 721,799 reactions and 888 catalyst types from USPTO. Predict which catalyst facilitates the given reaction. (1) Reactant: COC(=O)[CH2:4][N:5]([C:7](=[O:28])[C@H:8]([CH2:17][C:18]1[CH:23]=[CH:22][C:21]([C:24]([O:26][CH3:27])=[O:25])=[CH:20][CH:19]=1)[NH:9][C:10](OC(C)(C)C)=[O:11])[CH3:6].C(N(CC)CC)C. Product: [CH3:4][N:5]1[CH2:6][C:10](=[O:11])[NH:9][CH:8]([CH2:17][C:18]2[CH:23]=[CH:22][C:21]([C:24]([O:26][CH3:27])=[O:25])=[CH:20][CH:19]=2)[C:7]1=[O:28]. The catalyst class is: 55. (2) Reactant: C([O:5][C:6](=[O:34])[CH:7]([NH:17][C:18]([NH:20][CH:21]([C:27]1[CH:32]=[CH:31][CH:30]=[C:29]([I:33])[CH:28]=1)[CH2:22][C:23]([O:25]C)=[O:24])=[O:19])[CH2:8][CH2:9][C:10]([O:12]C(C)(C)C)=[O:11])(C)(C)C.[Li+].[OH-].C(Cl)Cl.C(O)(C(F)(F)F)=O. The catalyst class is: 24. Product: [C:23]([CH2:22][C@H:21]([NH:20][C:18](=[O:19])[NH:17][C@@H:7]([CH2:8][CH2:9][C:10]([OH:12])=[O:11])[C:6]([OH:34])=[O:5])[C:27]1[CH:32]=[CH:31][CH:30]=[C:29]([I:33])[CH:28]=1)([OH:25])=[O:24]. (3) Reactant: Br[C:2]1[CH:7]=[CH:6][CH:5]=[C:4]([O:8][CH2:9][O:10][CH3:11])[CH:3]=1.BrC1C=C(O)C=CC=1.C([Li])CCC.CCCCCC.CON(C)[C:34]([CH2:36][CH2:37][NH:38][C:39](=[O:45])[O:40][C:41]([CH3:44])([CH3:43])[CH3:42])=[O:35].C(OC(NCCC(O)=O)=O)(C)(C)C.Cl.CNOC.[Cl-].[NH4+]. Product: [CH3:11][O:10][CH2:9][O:8][C:4]1[CH:3]=[C:2]([C:34](=[O:35])[CH2:36][CH2:37][NH:38][C:39](=[O:45])[O:40][C:41]([CH3:42])([CH3:43])[CH3:44])[CH:7]=[CH:6][CH:5]=1. The catalyst class is: 30. (4) Reactant: [OH:1][CH2:2][C@@H:3]([CH2:7][CH2:8][CH2:9][CH3:10])[C:4]([OH:6])=O.Cl.[CH2:12]([O:19][NH2:20])[C:13]1[CH:18]=[CH:17][CH:16]=[CH:15][CH:14]=1.[OH-].[Na+].Cl.CN(C)CCCN=C=NCC. Product: [OH:1][CH2:2][C@@H:3]([CH2:7][CH2:8][CH2:9][CH3:10])[C:4]([NH:20][O:19][CH2:12][C:13]1[CH:18]=[CH:17][CH:16]=[CH:15][CH:14]=1)=[O:6]. The catalyst class is: 6. (5) Reactant: [CH2:1]([C:5]1[N:6]=[C:7]([CH2:27][CH3:28])[NH:8][C:9](=[O:26])[C:10]=1[CH2:11][C:12]1[CH:17]=[CH:16][C:15]([C:18]2[C:19]([C:24]#[N:25])=[CH:20][CH:21]=[CH:22][CH:23]=2)=[CH:14][CH:13]=1)[CH2:2][CH2:3][CH3:4].[C:29]([O:32][CH2:33][C:34]([CH3:46])([CH3:45])[O:35][C:36]1[CH:41]=[CH:40][C:39](B(O)O)=[CH:38][CH:37]=1)(=[O:31])[CH3:30].C(N(CC)CC)C.N1C=CC=CC=1. Product: [C:29]([O:32][CH2:33][C:34]([O:35][C:36]1[CH:37]=[CH:38][C:39]([N:8]2[C:9](=[O:26])[C:10]([CH2:11][C:12]3[CH:17]=[CH:16][C:15]([C:18]4[CH:23]=[CH:22][CH:21]=[CH:20][C:19]=4[C:24]#[N:25])=[CH:14][CH:13]=3)=[C:5]([CH2:1][CH2:2][CH2:3][CH3:4])[N:6]=[C:7]2[CH2:27][CH3:28])=[CH:40][CH:41]=1)([CH3:46])[CH3:45])(=[O:31])[CH3:30]. The catalyst class is: 560. (6) Reactant: Br[CH2:2][CH:3](OCC)OCC.[CH3:10][C:11]1[C:15]2[CH:16]=[CH:17][C:18]([C:20]3[NH:21][C:22]4[N:23]([N:27]=[CH:28][C:29]=4[C:30]([NH2:32])=[O:31])[C:24](=[O:26])[CH:25]=3)=[CH:19][C:14]=2[O:13][N:12]=1. Product: [CH3:10][C:11]1[C:15]2[CH:16]=[CH:17][C:18]([C:20]3[NH:21][C:22]4[N:23]([N:27]=[CH:28][C:29]=4[C:30]4[O:31][CH:2]=[CH:3][N:32]=4)[C:24](=[O:26])[CH:25]=3)=[CH:19][C:14]=2[O:13][N:12]=1. The catalyst class is: 37. (7) Reactant: O[C:2]([C:4]([F:7])(F)F)=O.[CH3:8][C:9]1[N:14]2[CH:15]=[C:16]([CH2:18][CH2:19][C:20]3[NH:21][CH:22]=[C:23]([C:25]4[S:26][CH:27]=[CH:28][CH:29]=4)[N:24]=3)[N:17]=[C:13]2[N:12]=[C:11]([CH3:30])[CH:10]=1.[H-].[Na+].BrCCF.CO. Product: [F:7][CH2:4][CH2:2][N:21]1[CH:22]=[C:23]([C:25]2[S:26][CH:27]=[CH:28][CH:29]=2)[N:24]=[C:20]1[CH2:19][CH2:18][C:16]1[N:17]=[C:13]2[N:12]=[C:11]([CH3:30])[CH:10]=[C:9]([CH3:8])[N:14]2[CH:15]=1. The catalyst class is: 3. (8) Reactant: Br[C:2]1[CH:3]=[N:4][CH:5]=[C:6]([CH2:8][N:9]2[CH2:13][CH2:12][CH2:11][CH2:10]2)[CH:7]=1.[C:14]([Si:16]([CH3:19])([CH3:18])[CH3:17])#[CH:15].C(N(C(C)C)CC)(C)C. Product: [N:9]1([CH2:8][C:6]2[CH:5]=[N:4][CH:3]=[C:2]([C:15]#[C:14][Si:16]([CH3:19])([CH3:18])[CH3:17])[CH:7]=2)[CH2:13][CH2:12][CH2:11][CH2:10]1. The catalyst class is: 441. (9) The catalyst class is: 2. Product: [Br:16][C:15]1[S:14][C:13]([S:17]([N:23]2[CH2:24][CH:25]=[CH:22][CH2:21]2)(=[O:19])=[O:18])=[CH:12][C:11]=1[C:7]1[S:6][C:5]([NH:4][C:1](=[O:3])[CH3:2])=[N:9][C:8]=1[CH3:10]. Reactant: [C:1]([NH:4][C:5]1[S:6][C:7]([C:11]2[CH:12]=[C:13]([S:17](Cl)(=[O:19])=[O:18])[S:14][C:15]=2[Br:16])=[C:8]([CH3:10])[N:9]=1)(=[O:3])[CH3:2].[CH2:21]([N:23](CC)[CH2:24][CH3:25])[CH3:22].N1CC=CC1.